Dataset: Reaction yield outcomes from USPTO patents with 853,638 reactions. Task: Predict the reaction yield, written as a fraction of the theoretical maximum amount of product (1.0 means a 100% yield; for example, 0.34 means a 34% yield). (1) The reactants are CC(C)([O-])C.[K+].[CH2:7]([N:14]([CH2:18][C:19]1[C:24](Cl)=[N:23][C:22]([N:26]([CH3:30])[CH:27]([CH3:29])[CH3:28])=[CH:21][N:20]=1)[CH2:15][CH2:16][OH:17])[C:8]1[CH:13]=[CH:12][CH:11]=[CH:10][CH:9]=1.O. The catalyst is CN(C=O)C. The product is [CH2:7]([N:14]1[CH2:18][C:19]2[N:20]=[CH:21][C:22]([N:26]([CH3:30])[CH:27]([CH3:29])[CH3:28])=[N:23][C:24]=2[O:17][CH2:16][CH2:15]1)[C:8]1[CH:13]=[CH:12][CH:11]=[CH:10][CH:9]=1. The yield is 0.870. (2) The product is [Cl:31][C:2]1[N:6]([C:7]2[C:8]([Cl:18])=[CH:9][C:10]([C:14]([F:16])([F:17])[F:15])=[CH:11][C:12]=2[Cl:13])[N:5]=[C:4]([C:19]2([CH3:24])[CH2:21][C:20]2([Cl:22])[Cl:23])[C:3]=1[C:25]#[N:26]. The reactants are N[C:2]1[N:6]([C:7]2[C:12]([Cl:13])=[CH:11][C:10]([C:14]([F:17])([F:16])[F:15])=[CH:9][C:8]=2[Cl:18])[N:5]=[C:4]([C:19]2([CH3:24])[CH2:21][C:20]2([Cl:23])[Cl:22])[C:3]=1[C:25]#[N:26].N([O-])=O.[Na+].[ClH:31]. No catalyst specified. The yield is 0.650. (3) The reactants are [CH3:1][C:2]1[C:3]([O:19][CH:20]([CH3:22])[CH3:21])=[CH:4][C:5]([C:13]2[CH:14]=[N:15][N:16]([CH3:18])[CH:17]=2)=[C:6]2[C:11]=1[C:10](=[O:12])[NH:9][CH:8]=[CH:7]2. The catalyst is CCO.[Pd]. The product is [CH3:1][C:2]1[C:3]([O:19][CH:20]([CH3:22])[CH3:21])=[CH:4][C:5]([C:13]2[CH:14]=[N:15][N:16]([CH3:18])[CH:17]=2)=[C:6]2[C:11]=1[C:10](=[O:12])[NH:9][CH2:8][CH2:7]2. The yield is 0.787. (4) The reactants are [C:1]([O:4][CH2:5][C:6]1[C:11](B2OC(C)(C)C(C)(C)O2)=[CH:10][CH:9]=[CH:8][C:7]=1[N:21]1[CH2:32][CH2:31][N:30]2[C:23](=[CH:24][C:25]3[CH2:26][C:27]([CH3:34])([CH3:33])[CH2:28][C:29]=32)[C:22]1=[O:35])(=[O:3])[CH3:2].Br[C:37]1[CH:38]=[C:39]([NH:45][C:46]2[CH:51]=[CH:50][C:49]([N:52]3[CH2:57][CH2:56][N:55]([CH:58]4[CH2:61][O:60][CH2:59]4)[CH2:54][CH2:53]3)=[CH:48][N:47]=2)[C:40](=[O:44])[N:41]([CH3:43])[CH:42]=1.CC([O-])=O.[Na+]. The catalyst is CC#N.C1C=CC(P(C2C=CC=CC=2)[C-]2C=CC=C2)=CC=1.C1C=CC(P(C2C=CC=CC=2)[C-]2C=CC=C2)=CC=1.Cl[Pd]Cl.[Fe+2]. The product is [C:1]([O:4][CH2:5][C:6]1[C:11]([C:37]2[CH:38]=[C:39]([NH:45][C:46]3[CH:51]=[CH:50][C:49]([N:52]4[CH2:57][CH2:56][N:55]([CH:58]5[CH2:59][O:60][CH2:61]5)[CH2:54][CH2:53]4)=[CH:48][N:47]=3)[C:40](=[O:44])[N:41]([CH3:43])[CH:42]=2)=[CH:10][CH:9]=[CH:8][C:7]=1[N:21]1[CH2:32][CH2:31][N:30]2[C:23](=[CH:24][C:25]3[CH2:26][C:27]([CH3:33])([CH3:34])[CH2:28][C:29]=32)[C:22]1=[O:35])(=[O:3])[CH3:2]. The yield is 0.430. (5) The reactants are [C:1]([C:3]1[CH:4]=[C:5]2[C:10](=[CH:11][C:12]=1[O:13][C:14]1[CH:39]=[CH:38][C:17]([C:18]([NH:20][C:21]3[CH:30]=[C:29]4[C:24]([CH2:25][CH2:26][N:27]([C:31]([O:33][C:34]([CH3:37])([CH3:36])[CH3:35])=[O:32])[CH2:28]4)=[CH:23][CH:22]=3)=[O:19])=[CH:16][CH:15]=1)[O:9][CH2:8][CH2:7][CH:6]2[C:40]([O:42]C)=[O:41])#[N:2].[OH-].[Na+]. The catalyst is CO.O1CCCC1. The product is [C:34]([O:33][C:31]([N:27]1[CH2:26][CH2:25][C:24]2[C:29](=[CH:30][C:21]([NH:20][C:18]([C:17]3[CH:38]=[CH:39][C:14]([O:13][C:12]4[CH:11]=[C:10]5[C:5]([CH:6]([C:40]([OH:42])=[O:41])[CH2:7][CH2:8][O:9]5)=[CH:4][C:3]=4[C:1]#[N:2])=[CH:15][CH:16]=3)=[O:19])=[CH:22][CH:23]=2)[CH2:28]1)=[O:32])([CH3:37])([CH3:35])[CH3:36]. The yield is 0.490.